This data is from Reaction yield outcomes from USPTO patents with 853,638 reactions. The task is: Predict the reaction yield, written as a fraction of the theoretical maximum amount of product (1.0 means a 100% yield; for example, 0.34 means a 34% yield). (1) The reactants are Cl[C:2]1[N:7]=[C:6]([C:8]2[N:12]3[CH:13]=[CH:14][CH:15]=[CH:16][C:11]3=[N:10][C:9]=2[C:17]2[CH:18]=[CH:19][C:20]([O:34][CH3:35])=[C:21]([CH:33]=2)[C:22]([NH:24][C:25]2[C:30]([F:31])=[CH:29][CH:28]=[CH:27][C:26]=2[F:32])=[O:23])[CH:5]=[CH:4][N:3]=1.[CH3:36][C:37]1[C:38]([N:47]2[CH2:52][CH2:51][N:50]([CH2:53][CH2:54][S:55]([CH3:58])(=[O:57])=[O:56])[CH2:49][CH2:48]2)=[CH:39][C:40]([O:44][CH2:45][CH3:46])=[C:41]([NH2:43])[CH:42]=1.C1(C)C=CC(S(O)(=O)=O)=CC=1. The catalyst is C(O)C(F)(F)F. The product is [F:32][C:26]1[CH:27]=[CH:28][CH:29]=[C:30]([F:31])[C:25]=1[NH:24][C:22](=[O:23])[C:21]1[CH:33]=[C:17]([C:9]2[N:10]=[C:11]3[CH:16]=[CH:15][CH:14]=[CH:13][N:12]3[C:8]=2[C:6]2[CH:5]=[CH:4][N:3]=[C:2]([NH:43][C:41]3[CH:42]=[C:37]([CH3:36])[C:38]([N:47]4[CH2:52][CH2:51][N:50]([CH2:53][CH2:54][S:55]([CH3:58])(=[O:57])=[O:56])[CH2:49][CH2:48]4)=[CH:39][C:40]=3[O:44][CH2:45][CH3:46])[N:7]=2)[CH:18]=[CH:19][C:20]=1[O:34][CH3:35]. The yield is 0.310. (2) The reactants are Br[C:2]1[CH:7]=[CH:6][C:5]([Cl:8])=[CH:4][C:3]=1[CH3:9].[N:10]1([C:16]([O:18][C:19]([CH3:22])([CH3:21])[CH3:20])=[O:17])[CH2:15][CH2:14][NH:13][CH2:12][CH2:11]1.C(P(C(C)(C)C)C(C)(C)C)(C)(C)C.C(=O)([O-])[O-].[Cs+].[Cs+]. The catalyst is C1(C)C=CC=CC=1.C1C=CC(/C=C/C(/C=C/C2C=CC=CC=2)=O)=CC=1.C1C=CC(/C=C/C(/C=C/C2C=CC=CC=2)=O)=CC=1.C1C=CC(/C=C/C(/C=C/C2C=CC=CC=2)=O)=CC=1.[Pd].[Pd]. The product is [C:19]([O:18][C:16]([N:10]1[CH2:15][CH2:14][N:13]([C:2]2[CH:7]=[CH:6][C:5]([Cl:8])=[CH:4][C:3]=2[CH3:9])[CH2:12][CH2:11]1)=[O:17])([CH3:22])([CH3:20])[CH3:21]. The yield is 0.200. (3) The reactants are NC1(C2C=CC(C3C(=O)C4C(=CC=C(F)C=4)OC=3C3C=CC=CC=3)=CC=2)CCC1.C(OC(=O)[NH:36][C:37]1([C:41]2[CH:46]=[CH:45][C:44]([C:47]3[C:56](=[O:57])[C:55]4[C:50](=[C:51]([F:58])[CH:52]=[CH:53][CH:54]=4)[O:49][C:48]=3[C:59]3[CH:64]=[CH:63][CH:62]=[CH:61][CH:60]=3)=[CH:43][CH:42]=2)[CH2:40][CH2:39][CH2:38]1)(C)(C)C. No catalyst specified. The product is [NH2:36][C:37]1([C:41]2[CH:42]=[CH:43][C:44]([C:47]3[C:56](=[O:57])[C:55]4[C:50](=[C:51]([F:58])[CH:52]=[CH:53][CH:54]=4)[O:49][C:48]=3[C:59]3[CH:64]=[CH:63][CH:62]=[CH:61][CH:60]=3)=[CH:45][CH:46]=2)[CH2:38][CH2:39][CH2:40]1. The yield is 0.790. (4) The reactants are [CH:1]1[N:9]2[C:4]([C:5]3([CH2:18][CH2:17][NH:16][CH2:15][CH2:14]3)[O:6][C:7]3[CH:13]=[CH:12][CH:11]=[CH:10][C:8]=32)=[CH:3][CH:2]=1.[F:19][C:20]1[CH:28]=[CH:27][C:23]([C:24](O)=[O:25])=[CH:22][C:21]=1[S:29]([CH3:32])(=[O:31])=[O:30].C(N(CC)CC)C.C(Cl)CCl. The catalyst is ClCCl. The product is [F:19][C:20]1[CH:28]=[CH:27][C:23]([C:24]([N:16]2[CH2:17][CH2:18][C:5]3([C:4]4=[CH:3][CH:2]=[CH:1][N:9]4[C:8]4[CH:10]=[CH:11][CH:12]=[CH:13][C:7]=4[O:6]3)[CH2:14][CH2:15]2)=[O:25])=[CH:22][C:21]=1[S:29]([CH3:32])(=[O:30])=[O:31]. The yield is 0.540. (5) The product is [CH2:23]([N:25]1[CH:29]=[C:28]([C:2]2[CH:14]=[C:13]([C:15]([OH:17])=[O:16])[C:12]3[C:11]4[C:6](=[CH:7][CH:8]=[CH:9][CH:10]=4)[C:5]([OH:22])([C:18]([F:21])([F:19])[F:20])[C:4]=3[CH:3]=2)[CH:27]=[N:26]1)[CH3:24]. The yield is 0.630. The catalyst is C([O-])(=O)C.[Pd+2].C([O-])(=O)C.C(OCC)(=O)C.O.O1CCOCC1. The reactants are Cl[C:2]1[CH:14]=[C:13]([C:15]([OH:17])=[O:16])[C:12]2[C:11]3[C:6](=[CH:7][CH:8]=[CH:9][CH:10]=3)[C:5]([OH:22])([C:18]([F:21])([F:20])[F:19])[C:4]=2[CH:3]=1.[CH2:23]([N:25]1[CH:29]=[C:28](B2OC(C)(C)C(C)(C)O2)[CH:27]=[N:26]1)[CH3:24].P([O-])([O-])([O-])=O.[K+].[K+].[K+].C1(P(C2CCCCC2)C2C=CC=CC=2C2C(OC)=CC=CC=2OC)CCCCC1.Cl.